This data is from Forward reaction prediction with 1.9M reactions from USPTO patents (1976-2016). The task is: Predict the product of the given reaction. The product is: [Cl:22][C:23]1[CH:32]=[CH:31][C:26]([C:27](=[O:30])[CH2:28][N:3]2[C:4]3[CH:9]=[CH:8][CH:7]=[CH:6][C:5]=3[N:1]=[C:2]2[C:10]2[C:11]([NH2:15])=[N:12][O:13][N:14]=2)=[CH:25][C:24]=1[N+:33]([O-:35])=[O:34]. Given the reactants [NH:1]1[C:5]2[CH:6]=[CH:7][CH:8]=[CH:9][C:4]=2[N:3]=[C:2]1[C:10]1[C:11]([NH2:15])=[N:12][O:13][N:14]=1.C(=O)([O-])[O-].[K+].[K+].[Cl:22][C:23]1[CH:32]=[CH:31][C:26]([C:27](=[O:30])[CH2:28]Br)=[CH:25][C:24]=1[N+:33]([O-:35])=[O:34], predict the reaction product.